Dataset: Peptide-MHC class II binding affinity with 134,281 pairs from IEDB. Task: Regression. Given a peptide amino acid sequence and an MHC pseudo amino acid sequence, predict their binding affinity value. This is MHC class II binding data. (1) The peptide sequence is RTEQKDFDGRSEFAY. The MHC is DRB4_0101 with pseudo-sequence DRB4_0103. The binding affinity (normalized) is 0.0410. (2) The peptide sequence is DVCGMFTNRSGSQQWR. The MHC is HLA-DQA10501-DQB10301 with pseudo-sequence HLA-DQA10501-DQB10301. The binding affinity (normalized) is 0.0675. (3) The peptide sequence is YEVRAELPGVDPDKD. The MHC is DRB1_1101 with pseudo-sequence DRB1_1101. The binding affinity (normalized) is 0.123. (4) The peptide sequence is FAGAWCVPKVTFTVE. The MHC is DRB1_0701 with pseudo-sequence DRB1_0701. The binding affinity (normalized) is 0.196. (5) The binding affinity (normalized) is 0.181. The peptide sequence is ALRIIAGTPEVHAVK. The MHC is HLA-DPA10103-DPB10401 with pseudo-sequence HLA-DPA10103-DPB10401. (6) The peptide sequence is YCKFLANVSTVLTGK. The MHC is DRB1_1302 with pseudo-sequence DRB1_1302. The binding affinity (normalized) is 0.846.